Dataset: Full USPTO retrosynthesis dataset with 1.9M reactions from patents (1976-2016). Task: Predict the reactants needed to synthesize the given product. (1) Given the product [C:20]([O:19][C:17]([NH:16][CH2:15][C@H:10]([N:9]1[CH2:29][CH2:28][CH2:27][CH2:26][CH2:25]1)[C:11]([O:13][CH3:14])=[O:12])=[O:18])([CH3:23])([CH3:22])[CH3:21], predict the reactants needed to synthesize it. The reactants are: C(N(CC)CC)C.Cl.[NH2:9][C@@H:10]([CH2:15][NH:16][C:17]([O:19][C:20]([CH3:23])([CH3:22])[CH3:21])=[O:18])[C:11]([O:13][CH3:14])=[O:12].Br[CH2:25][CH2:26][CH2:27][CH2:28][CH2:29]Br. (2) Given the product [ClH:38].[CH:1]1[C:9]2[C:8]3[CH:10]=[CH:11][CH:12]=[CH:13][C:7]=3[O:6][C:5]=2[CH:4]=[C:3]([O:14][CH2:15][CH2:16][NH:17][CH2:19][CH:20]([C:22]2[CH:23]=[C:24]([NH:28][S:29]([CH3:32])(=[O:31])=[O:30])[CH:25]=[CH:26][CH:27]=2)[OH:21])[CH:2]=1, predict the reactants needed to synthesize it. The reactants are: [CH:1]1[C:9]2[C:8]3[CH:10]=[CH:11][CH:12]=[CH:13][C:7]=3[O:6][C:5]=2[CH:4]=[C:3]([O:14][CH2:15][CH2:16][NH2:17])[CH:2]=1.Br[CH2:19][C:20]([C:22]1[CH:27]=[CH:26][CH:25]=[C:24]([NH:28][S:29]([CH3:32])(=[O:31])=[O:30])[CH:23]=1)=[O:21].CN(C)C=O.[ClH:38].C(O)C. (3) Given the product [Cl:1][C:2]1[N:3]=[CH:4][C:5]([O:8][C:18]2[CH:19]=[C:14]([CH:15]=[CH:16][CH:17]=2)[O:13][CH2:12][CH2:11][N:10]([CH3:23])[CH3:9])=[CH:6][CH:7]=1, predict the reactants needed to synthesize it. The reactants are: [Cl:1][C:2]1[CH:7]=[CH:6][C:5]([OH:8])=[CH:4][N:3]=1.[CH3:9][N:10]([CH3:23])[CH2:11][CH2:12][O:13][C:14]1[CH:15]=[C:16](B(O)O)[CH:17]=[CH:18][CH:19]=1.C(N(CC)CC)C. (4) The reactants are: C[O:2][C:3](=[O:13])[CH2:4][CH:5]1[CH2:10][CH2:9][C:8]([CH3:12])([CH3:11])[CH2:7][CH2:6]1.[OH-].[Na+]. Given the product [CH3:11][C:8]1([CH3:12])[CH2:7][CH2:6][CH:5]([CH2:4][C:3]([OH:13])=[O:2])[CH2:10][CH2:9]1, predict the reactants needed to synthesize it. (5) Given the product [F:19][C:16]([F:17])([F:18])[C:13]1[CH:12]=[CH:11][C:10]([C:7]2[C:6]3[CH:20]=[CH:21][C:3]([OH:2])=[CH:4][C:5]=3[S:9][N:8]=2)=[CH:15][CH:14]=1, predict the reactants needed to synthesize it. The reactants are: C[O:2][C:3]1[CH:21]=[CH:20][C:6]2[C:7]([C:10]3[CH:15]=[CH:14][C:13]([C:16]([F:19])([F:18])[F:17])=[CH:12][CH:11]=3)=[N:8][S:9][C:5]=2[CH:4]=1. (6) Given the product [CH3:9][N:10]1[CH:14]=[C:13]([C:2]2[CH:3]=[C:4]([CH:6]=[CH:7][CH:8]=2)[NH2:5])[CH:12]=[N:11]1, predict the reactants needed to synthesize it. The reactants are: Br[C:2]1[CH:3]=[C:4]([CH:6]=[CH:7][CH:8]=1)[NH2:5].[CH3:9][N:10]1[CH:14]=[C:13](B2OC(C)(C)C(C)(C)O2)[CH:12]=[N:11]1.C([O-])([O-])=O.[Na+].[Na+].ClCCl. (7) Given the product [C:20]([N:17]1[CH2:18][CH2:19][N:14]2[N:13]=[C:12]([NH:11][C:4]3[C:5]4[N:6]([CH:8]=[CH:9][N:10]=4)[CH:7]=[C:2]([C:32]4[CH:40]=[C:39]5[C:35]([CH2:36][C:37](=[O:41])[NH:38]5)=[CH:34][CH:33]=4)[CH:3]=3)[CH:23]=[C:15]2[CH2:16]1)(=[O:22])[CH3:21], predict the reactants needed to synthesize it. The reactants are: Cl[C:2]1[CH:3]=[C:4]([NH:11][C:12]2[CH:23]=[C:15]3[CH2:16][N:17]([C:20](=[O:22])[CH3:21])[CH2:18][CH2:19][N:14]3[N:13]=2)[C:5]2[N:6]([CH:8]=[CH:9][N:10]=2)[CH:7]=1.CC1(C)C(C)(C)OB([C:32]2[CH:40]=[C:39]3[C:35]([CH2:36][C:37](=[O:41])[NH:38]3)=[CH:34][CH:33]=2)O1. (8) Given the product [CH2:1]([O:3][C:4]([C:6]1[CH2:15][C:14]2[C:13](=[O:23])[CH2:12][C:11]([CH3:25])([CH3:24])[CH2:10][C:9]=2[N:8]([C:14]2[CH:15]=[CH:6][CH:7]=[CH:26][C:41]=2[Cl:43])[C:7]=1[CH2:26][O:27][CH2:28][CH2:29][NH2:30])=[O:5])[CH3:2], predict the reactants needed to synthesize it. The reactants are: [CH2:1]([O:3][C:4]([C:6]1[CH:15](C2C=CC=CC=2Cl)[C:14]2[C:13](=[O:23])[CH2:12][C:11]([CH3:25])([CH3:24])[CH2:10][C:9]=2[NH:8][C:7]=1[CH2:26][O:27][CH2:28][CH2:29][N:30]=[N+]=[N-])=[O:5])[CH3:2].[Sn](Cl)Cl.C([O-])(O)=O.[Na+].[CH2:41]([Cl:43])Cl.CO. (9) Given the product [I:1][C:2]1[CH:3]=[C:4]2[C:13]([C:12]3[CH:11]=[CH:10][C:9]([OH:18])=[CH:8][C:7]=3[CH2:6][CH2:5]2)=[CH:14][CH:15]=1, predict the reactants needed to synthesize it. The reactants are: [I:1][C:2]1[CH:15]=[CH:14][C:13]2[C:12]3[C:7](=[CH:8][C:9](I)=[CH:10][CH:11]=3)[CH2:6][CH2:5][C:4]=2[CH:3]=1.B(OC(C)C)(OC(C)C)[O:18]C(C)C.C([Li])CCC.Cl.[OH-].[Na+].OO. (10) Given the product [OH:15][CH2:16][CH2:17][CH2:18][N:19]1[C:28]2[C:29]3[CH:34]=[CH:33][CH:32]=[CH:31][C:30]=3[NH:35][C:36](=[O:38])[C:27]=2[C:26]2[CH:25]=[C:24]([O:43][CH3:44])[C:23]([O:45][CH3:46])=[CH:22][C:21]=2[C:20]1=[O:47], predict the reactants needed to synthesize it. The reactants are: C[Si](C=[N+]=[N-])(C)C.[Si]([O:15][CH2:16][CH2:17][CH2:18][N:19]1[C@@H:28]([C:29]2[CH:34]=[CH:33][CH:32]=[CH:31][C:30]=2[NH:35][C:36]([O:38]C)=O)[C@@H:27](C(O)=O)[C:26]2[C:21](=[CH:22][C:23]([O:45][CH3:46])=[C:24]([O:43][CH3:44])[CH:25]=2)[C:20]1=[O:47])(C(C)(C)C)(C)C.C(C1C(=O)C(Cl)=C(Cl)C(=O)C=1C#N)#N.[OH-].[K+].